From a dataset of Experimentally validated miRNA-target interactions with 360,000+ pairs, plus equal number of negative samples. Binary Classification. Given a miRNA mature sequence and a target amino acid sequence, predict their likelihood of interaction. (1) The miRNA is hsa-miR-3972 with sequence CUGCCAGCCCCGUUCCAGGGCA. The protein sequence of the target gene is MAAMAVGGAGGSRVSSGRDLNCVPEIADTLGAVAKQGFDFLCMPVFHPRFKREFIQEPAKNRPGPQTRSDLLLSGRDWNTLIVGKLSPWIHPDSKVEKIRRNSEAAMLQELNFGAYLGLPAFLLPLNQEDNTNLARVLTNHIHTGHHSSMFWMRVPLVAPEDLRDDVIANAPTTHTEEYSGEEKTWMWWHNFRTLCDYSKRIAVALEIGADLPSNHVIDRWLGEPIKAAILPTSIFLTNKKGFPVLSKVQQRLIFRLLKLEVQFIITGTNHHSEKEFCSYLQYLEYLSQNRPPPNAYELF.... Result: 0 (no interaction). (2) The miRNA is hsa-miR-362-5p with sequence AAUCCUUGGAACCUAGGUGUGAGU. The protein sequence of the target gene is MAAGGTGGLREEQRYGLSCGRLGQDNITVLHVKLTETAIRALETYQSHKNLIPFRPSIQFQGLHGLVKIPKNDPLNEVHNFNFYLSNVGKDNPQGSFDCIQQTFSSSGASQLNCLGFIQDKITVCATNDSYQMTRERMTQAEEESRNRSTKVIKPGGPYVGKRVQIRKAPQAVSDTVPERKRSTPMNPANTIRKTHSSSTISQRPYRDRVIHLLALKAYKKPELLARLQKDGVNQKDKNSLGAILQQVANLNSKDLSYTLKDYVFKELQRDWPGYSEIDRRSLESVLSRKLNPSQNAAGT.... Result: 0 (no interaction). (3) The miRNA is mmu-miR-208a-5p with sequence GAGCUUUUGGCCCGGGUUAUAC. The protein sequence of the target gene is MVEDLAASYIVLKLENEIRQAQVQWLMEENAALQAQIPELQKSQAAKEYDLLRKSSEAKEPQKLPEHMNPPAAWEAQKTPEFKEPQKPPEPQDLLPWEPPAAWELQEAPAAPESLAPPATRESQKPPMAHEIPTVLEGQGPANTQDATIAQEPKNSEPQDPPNIEKPQEAPEYQETAAQLEFLELPPPQEPLEPSNAQEFLELSAAQESLEGLIVVETSAASEFPQAPIGLEATDFPLQYTLTFSGDSQKLPEFLVQLYSYMRVRGHLYPTEAALVSFVGNCFSGRAGWWFQLLLDIQSP.... Result: 0 (no interaction).